Dataset: Peptide-MHC class I binding affinity with 185,985 pairs from IEDB/IMGT. Task: Regression. Given a peptide amino acid sequence and an MHC pseudo amino acid sequence, predict their binding affinity value. This is MHC class I binding data. (1) The peptide sequence is NFLIKFLLI. The MHC is HLA-A24:02 with pseudo-sequence HLA-A24:02. The binding affinity (normalized) is 0.793. (2) The peptide sequence is STDVNKQNK. The MHC is HLA-A03:01 with pseudo-sequence HLA-A03:01. The binding affinity (normalized) is 0.159. (3) The peptide sequence is HVIQNAFRK. The MHC is HLA-A26:01 with pseudo-sequence HLA-A26:01. The binding affinity (normalized) is 0.213. (4) The peptide sequence is ALEPRKEIDV. The MHC is HLA-A02:01 with pseudo-sequence HLA-A02:01. The binding affinity (normalized) is 0.0564.